Dataset: Full USPTO retrosynthesis dataset with 1.9M reactions from patents (1976-2016). Task: Predict the reactants needed to synthesize the given product. (1) The reactants are: [S:1]1[C:5]([C:6]2[NH:10][N:9]([C:11]3[S:12][C:13]4[CH:19]=[CH:18][CH:17]=[CH:16][C:14]=4[N:15]=3)[C:8](=[O:20])[CH:7]=2)=[CH:4][C:3]2[CH:21]=[CH:22][CH:23]=[CH:24][C:2]1=2.CO[CH:27](OC)[N:28]([CH3:30])[CH3:29]. Given the product [S:1]1[C:5]([C:6]2[C:7](=[CH:27][N:28]([CH3:30])[CH3:29])[C:8](=[O:20])[N:9]([C:11]3[S:12][C:13]4[CH:19]=[CH:18][CH:17]=[CH:16][C:14]=4[N:15]=3)[N:10]=2)=[CH:4][C:3]2[CH:21]=[CH:22][CH:23]=[CH:24][C:2]1=2, predict the reactants needed to synthesize it. (2) Given the product [F:24][C:3]([F:2])([F:23])[C:4]1[CH:22]=[CH:21][CH:20]=[CH:19][C:5]=1[CH:6]([O:14][CH:15]1[CH2:18][N:17]([C:38]([NH:37][C:29](=[O:36])[C:30]2[CH:31]=[CH:32][CH:33]=[CH:34][CH:35]=2)=[O:39])[CH2:16]1)[C:7]1[CH:12]=[CH:11][C:10]([F:13])=[CH:9][CH:8]=1, predict the reactants needed to synthesize it. The reactants are: Cl.[F:2][C:3]([F:24])([F:23])[C:4]1[CH:22]=[CH:21][CH:20]=[CH:19][C:5]=1[CH:6]([O:14][CH:15]1[CH2:18][NH:17][CH2:16]1)[C:7]1[CH:12]=[CH:11][C:10]([F:13])=[CH:9][CH:8]=1.C(=O)([O-])[O-].[C:29]([N:37]=[C:38]=[O:39])(=[O:36])[C:30]1[CH:35]=[CH:34][CH:33]=[CH:32][CH:31]=1. (3) Given the product [CH3:1][C:2]1[CH:3]=[CH:4][C:5]([N:8]2[CH2:14][CH2:13][CH2:12][N:11]([C:21]3[CH:22]=[CH:26][NH:19][C:18](=[S:20])[C:17]=3[C:15]#[N:16])[CH2:10][CH2:9]2)=[CH:6][CH:7]=1, predict the reactants needed to synthesize it. The reactants are: [CH3:1][C:2]1[CH:7]=[CH:6][C:5]([N:8]2[CH2:14][CH2:13][CH2:12][NH:11][CH2:10][CH2:9]2)=[CH:4][CH:3]=1.[C:15](/[C:17](=[C:21](/OCC)\[CH3:22])/[C:18](=[S:20])[NH2:19])#[N:16].[CH3:26]OC(OC)N(C)C.C(OCC)(=O)C. (4) Given the product [C:31]([O:34][C:35]([N:15]1[CH2:14][CH2:13][CH2:12][C@H:11]2[CH2:10][N:9]([C:8]3[C:3]([O:2][CH3:1])=[C:4]4[C:5]([C:19](=[O:20])[C:21]([C:27]([OH:29])=[O:28])=[CH:22][N:23]4[CH:24]4[CH2:26][CH2:25]4)=[CH:6][C:7]=3[F:18])[CH2:17][C@@H:16]12)=[O:36])([CH3:33])([CH3:32])[CH3:30], predict the reactants needed to synthesize it. The reactants are: [CH3:1][O:2][C:3]1[C:8]([N:9]2[CH2:17][C@@H:16]3[C@@H:11]([CH2:12][CH2:13][CH2:14][NH:15]3)[CH2:10]2)=[C:7]([F:18])[CH:6]=[C:5]2[C:19]([C:21]([C:27]([OH:29])=[O:28])=[CH:22][N:23]([CH:24]3[CH2:26][CH2:25]3)[C:4]=12)=[O:20].[CH3:30][C:31]([O:34][C:35](O[C:35]([O:34][C:31]([CH3:33])([CH3:32])[CH3:30])=[O:36])=[O:36])([CH3:33])[CH3:32].[OH-].[Na+]. (5) The reactants are: [CH3:1][C:2]1[CH:3]=[CH:4][C:5](C2C=CC=C(N)C=2N)=[N:6][CH:7]=1.[S:16]([NH2:20])([NH2:19])(=[O:18])=[O:17].COCCO[CH2:26][CH2:27]OC. Given the product [CH3:1][C:2]1[CH:3]=[CH:4][C:5]([N:19]2[C:1]3[CH:2]=[CH:3][CH:4]=[CH:26][C:27]=3[NH:20][S:16]2(=[O:18])=[O:17])=[N:6][CH:7]=1, predict the reactants needed to synthesize it. (6) Given the product [Br:3][C:4]1[CH:12]=[CH:11][CH:10]=[C:9]2[C:5]=1[C:6]([C:13]([O:2][CH3:1])=[O:14])=[CH:7][NH:8]2, predict the reactants needed to synthesize it. The reactants are: [CH3:1][OH:2].[Br:3][C:4]1[CH:12]=[CH:11][CH:10]=[C:9]2[C:5]=1[C:6]([CH:13]=[O:14])=[CH:7][NH:8]2.[C-]#N.[Na+].